Dataset: Reaction yield outcomes from USPTO patents with 853,638 reactions. Task: Predict the reaction yield, written as a fraction of the theoretical maximum amount of product (1.0 means a 100% yield; for example, 0.34 means a 34% yield). (1) The yield is 0.680. The catalyst is CN(C=O)C. The reactants are [N:1]([CH2:4][CH2:5][O:6][CH2:7][CH2:8][O:9][CH2:10][CH2:11][O:12][CH2:13][CH2:14][O:15]S(C)(=O)=O)=[N+:2]=[N-:3].[CH3:20][O:21][C:22]1[CH:23]=[C:24]([CH:27]=[C:28](O)[C:29]=1[O:30][CH3:31])[CH:25]=[O:26].C(=O)([O-])[O-].[Cs+].[Cs+].[Cl-].[NH4+]. The product is [CH3:31][O:30][C:29]1[C:22]([O:21][CH3:20])=[CH:23][C:24]([CH:25]=[O:26])=[CH:27][C:28]=1[O:15][CH2:14][CH2:13][O:12][CH2:11][CH2:10][O:9][CH2:8][CH2:7][O:6][CH2:5][CH2:4][N:1]=[N+:2]=[N-:3]. (2) The reactants are [Cl:1][C:2]1[S:6][C:5]([S:7]([NH:10][C:11]2[CH:19]=[CH:18][C:14]([C:15]([OH:17])=[O:16])=[C:13]([OH:20])[CH:12]=2)(=[O:9])=[O:8])=[CH:4][C:3]=1[C:21]1[CH:26]=[CH:25][CH:24]=[CH:23][CH:22]=1.[CH3:27][O:28][CH2:29][CH:30](O)[CH2:31][CH3:32]. No catalyst specified. The product is [Cl:1][C:2]1[S:6][C:5]([S:7]([NH:10][C:11]2[CH:19]=[CH:18][C:14]([C:15]([O:17][CH:30]([CH2:29][O:28][CH3:27])[CH2:31][CH3:32])=[O:16])=[C:13]([OH:20])[CH:12]=2)(=[O:9])=[O:8])=[CH:4][C:3]=1[C:21]1[CH:22]=[CH:23][CH:24]=[CH:25][CH:26]=1. The yield is 0.590. (3) The reactants are Cl.[NH2:2][CH2:3][C:4]1[CH:13]=[CH:12][C:7]([C:8]([O:10][CH3:11])=[O:9])=[CH:6][CH:5]=1.CCN(CC)CC.[F:21][C:22]1[CH:27]=[CH:26][C:25]([S:28](Cl)(=[O:30])=[O:29])=[CH:24][CH:23]=1.O. The catalyst is ClCCl. The product is [F:21][C:22]1[CH:27]=[CH:26][C:25]([S:28]([NH:2][CH2:3][C:4]2[CH:5]=[CH:6][C:7]([C:8]([O:10][CH3:11])=[O:9])=[CH:12][CH:13]=2)(=[O:30])=[O:29])=[CH:24][CH:23]=1. The yield is 0.850. (4) The reactants are Br[CH2:2][C:3]([C:5]1[CH:10]=[CH:9][C:8]([Br:11])=[CH:7][CH:6]=1)=[O:4].[C:12]([O:16][C:17]([N:19]1[C@@H:23]([CH3:24])[CH2:22][CH2:21][C@H:20]1[C:25]([OH:27])=[O:26])=[O:18])([CH3:15])([CH3:14])[CH3:13].C(N(CC)CC)C. The catalyst is CC#N.CCOC(C)=O. The product is [CH3:24][C@@H:23]1[N:19]([C:17]([O:16][C:12]([CH3:13])([CH3:15])[CH3:14])=[O:18])[C@H:20]([C:25]([O:27][CH2:2][C:3]([C:5]2[CH:10]=[CH:9][C:8]([Br:11])=[CH:7][CH:6]=2)=[O:4])=[O:26])[CH2:21][CH2:22]1. The yield is 0.820. (5) The reactants are [N:1]#[C:2][C@@H:3]([C:9]([O:11][CH2:12][CH3:13])=[O:10])[NH:4][C:5](=O)[CH2:6][CH3:7].COC1C=CC(P2(=S)SP(=S)(C3C=CC(OC)=CC=3)[S:23]2)=CC=1. The catalyst is O1CCCC1. The product is [NH2:1][C:2]1[S:23][C:5]([CH2:6][CH3:7])=[N:4][C:3]=1[C:9]([O:11][CH2:12][CH3:13])=[O:10]. The yield is 0.380. (6) The reactants are Cl[C:2]1[N:7]2[CH:8]=[CH:9][N:10]=[C:6]2[CH:5]=[C:4]([C:11]2[CH:12]=[N:13][N:14]([CH3:16])[CH:15]=2)[N:3]=1.[CH3:17][C:18]1[C:22](B2OC(C)(C)C(C)(C)O2)=[CH:21][NH:20][N:19]=1.[O-]P([O-])([O-])=O.[K+].[K+].[K+].COCCOC. The catalyst is CCOC(C)=O.C1C=CC([P]([Pd]([P](C2C=CC=CC=2)(C2C=CC=CC=2)C2C=CC=CC=2)([P](C2C=CC=CC=2)(C2C=CC=CC=2)C2C=CC=CC=2)[P](C2C=CC=CC=2)(C2C=CC=CC=2)C2C=CC=CC=2)(C2C=CC=CC=2)C2C=CC=CC=2)=CC=1.CO. The product is [CH3:16][N:14]1[CH:15]=[C:11]([C:4]2[N:3]=[C:2]([C:22]3[C:18]([CH3:17])=[N:19][NH:20][CH:21]=3)[N:7]3[CH:8]=[CH:9][N:10]=[C:6]3[CH:5]=2)[CH:12]=[N:13]1. The yield is 0.277. (7) The reactants are Cl[C:2](Cl)([O:4]C(=O)OC(Cl)(Cl)Cl)Cl.[F:13][C:14]([F:22])([F:21])[CH:15]([OH:20])[C:16]([F:19])([F:18])[F:17].C(N(CC)C(C)C)(C)C.[CH3:32][C:33]1[CH:34]=[C:35]([C:39]2[CH:44]=[CH:43][C:42]([CH2:45][N:46]3[CH2:51][CH2:50][NH:49][CH2:48][CH2:47]3)=[C:41]([O:52][C:53]3[CH:58]=[CH:57][CH:56]=[CH:55][CH:54]=3)[CH:40]=2)[CH:36]=[CH:37][CH:38]=1. The catalyst is O.ClCCl. The product is [CH3:32][C:33]1[CH:34]=[C:35]([C:39]2[CH:44]=[CH:43][C:42]([CH2:45][N:46]3[CH2:47][CH2:48][N:49]([C:2]([O:20][CH:15]([C:16]([F:19])([F:18])[F:17])[C:14]([F:22])([F:21])[F:13])=[O:4])[CH2:50][CH2:51]3)=[C:41]([O:52][C:53]3[CH:58]=[CH:57][CH:56]=[CH:55][CH:54]=3)[CH:40]=2)[CH:36]=[CH:37][CH:38]=1. The yield is 0.560. (8) The reactants are [Li+].[OH-].[Cl:3][C:4]1[CH:8]=[CH:7][NH:6][C:5]=1[C:9]([O:11]C)=[O:10].C1COCC1.Cl. The catalyst is CO. The product is [Cl:3][C:4]1[CH:8]=[CH:7][NH:6][C:5]=1[C:9]([OH:11])=[O:10]. The yield is 0.860. (9) The reactants are [OH:1][C:2]1[CH:11]=[CH:10][C:9]2[C:4](=[CH:5][CH:6]=[C:7]([O:12][CH3:13])[CH:8]=2)[C:3]=1[C:14]([C:16]1[CH:21]=[CH:20][C:19]([O:22][CH2:23][CH2:24][N:25]2[CH2:30][CH2:29][CH2:28][CH2:27][CH2:26]2)=[CH:18][CH:17]=1)=[O:15].N#N.N1C=CC=CC=1.[F:39][C:40]([F:46])([F:45])[S:41](Cl)(=[O:43])=[O:42]. The catalyst is C(Cl)Cl. The product is [CH3:13][O:12][C:7]1[CH:8]=[C:9]2[C:4](=[CH:5][CH:6]=1)[C:3]([C:14](=[O:15])[C:16]1[CH:21]=[CH:20][C:19]([O:22][CH2:23][CH2:24][N:25]3[CH2:30][CH2:29][CH2:28][CH2:27][CH2:26]3)=[CH:18][CH:17]=1)=[C:2]([O:1][S:41]([C:40]([F:46])([F:45])[F:39])(=[O:43])=[O:42])[CH:11]=[CH:10]2. The yield is 1.00. (10) The reactants are FC(F)(F)C(O)=O.[Cl:8][C:9]1[C:10]([F:38])=[C:11]([CH:15]2[C:19]([C:22]3[CH:27]=[CH:26][C:25]([Cl:28])=[CH:24][C:23]=3[F:29])([C:20]#[N:21])[CH:18]([CH2:30][C:31]([CH3:34])([CH3:33])[CH3:32])[NH:17][CH:16]2[C:35](O)=[O:36])[CH:12]=[CH:13][CH:14]=1.[NH2:39][C:40]1[CH:41]=[CH:42][C:43]([NH:46][C:47](=[O:49])[CH3:48])=[N:44][CH:45]=1.CN(C(ON1N=NC2C=CC=NC1=2)=[N+](C)C)C.F[P-](F)(F)(F)(F)F.CCN(C(C)C)C(C)C. The catalyst is C(Cl)Cl. The product is [C:47]([NH:46][C:43]1[N:44]=[CH:45][C:40]([NH:39][C:35]([CH:16]2[CH:15]([C:11]3[CH:12]=[CH:13][CH:14]=[C:9]([Cl:8])[C:10]=3[F:38])[C:19]([C:22]3[CH:27]=[CH:26][C:25]([Cl:28])=[CH:24][C:23]=3[F:29])([C:20]#[N:21])[CH:18]([CH2:30][C:31]([CH3:33])([CH3:34])[CH3:32])[NH:17]2)=[O:36])=[CH:41][CH:42]=1)(=[O:49])[CH3:48]. The yield is 0.890.